Dataset: NCI-60 drug combinations with 297,098 pairs across 59 cell lines. Task: Regression. Given two drug SMILES strings and cell line genomic features, predict the synergy score measuring deviation from expected non-interaction effect. (1) Drug 1: C1CN1C2=NC(=NC(=N2)N3CC3)N4CC4. Drug 2: C1CN(P(=O)(OC1)NCCCl)CCCl. Cell line: SK-MEL-5. Synergy scores: CSS=17.7, Synergy_ZIP=-7.51, Synergy_Bliss=2.39, Synergy_Loewe=-22.0, Synergy_HSA=0.849. (2) Drug 1: COC1=CC(=CC(=C1O)OC)C2C3C(COC3=O)C(C4=CC5=C(C=C24)OCO5)OC6C(C(C7C(O6)COC(O7)C8=CC=CS8)O)O. Drug 2: CCC1(CC2CC(C3=C(CCN(C2)C1)C4=CC=CC=C4N3)(C5=C(C=C6C(=C5)C78CCN9C7C(C=CC9)(C(C(C8N6C)(C(=O)OC)O)OC(=O)C)CC)OC)C(=O)OC)O.OS(=O)(=O)O. Cell line: UACC-257. Synergy scores: CSS=30.7, Synergy_ZIP=-10.5, Synergy_Bliss=-5.96, Synergy_Loewe=-4.22, Synergy_HSA=-4.10. (3) Drug 1: CC1CCC2CC(C(=CC=CC=CC(CC(C(=O)C(C(C(=CC(C(=O)CC(OC(=O)C3CCCCN3C(=O)C(=O)C1(O2)O)C(C)CC4CCC(C(C4)OC)O)C)C)O)OC)C)C)C)OC. Drug 2: CC=C1C(=O)NC(C(=O)OC2CC(=O)NC(C(=O)NC(CSSCCC=C2)C(=O)N1)C(C)C)C(C)C. Cell line: NCI/ADR-RES. Synergy scores: CSS=0.562, Synergy_ZIP=0.769, Synergy_Bliss=0.968, Synergy_Loewe=-5.32, Synergy_HSA=-1.42. (4) Drug 1: CC1=C(C=C(C=C1)NC(=O)C2=CC=C(C=C2)CN3CCN(CC3)C)NC4=NC=CC(=N4)C5=CN=CC=C5. Drug 2: C(CN)CNCCSP(=O)(O)O. Cell line: COLO 205. Synergy scores: CSS=-0.181, Synergy_ZIP=0.873, Synergy_Bliss=0.505, Synergy_Loewe=0.146, Synergy_HSA=-1.65. (5) Drug 1: C1CCC(CC1)NC(=O)N(CCCl)N=O. Drug 2: C1=NC2=C(N1)C(=S)N=C(N2)N. Cell line: OVCAR-4. Synergy scores: CSS=35.4, Synergy_ZIP=-10.2, Synergy_Bliss=-3.66, Synergy_Loewe=-2.91, Synergy_HSA=-1.45. (6) Drug 1: COC1=NC(=NC2=C1N=CN2C3C(C(C(O3)CO)O)O)N. Drug 2: CC1CCC2CC(C(=CC=CC=CC(CC(C(=O)C(C(C(=CC(C(=O)CC(OC(=O)C3CCCCN3C(=O)C(=O)C1(O2)O)C(C)CC4CCC(C(C4)OC)O)C)C)O)OC)C)C)C)OC. Cell line: OVCAR-5. Synergy scores: CSS=19.7, Synergy_ZIP=-5.40, Synergy_Bliss=0.851, Synergy_Loewe=-9.74, Synergy_HSA=-0.0357.